The task is: Regression/Classification. Given a drug SMILES string, predict its absorption, distribution, metabolism, or excretion properties. Task type varies by dataset: regression for continuous measurements (e.g., permeability, clearance, half-life) or binary classification for categorical outcomes (e.g., BBB penetration, CYP inhibition). Dataset: rlm.. This data is from Rat liver microsome stability data. (1) The result is 0 (unstable in rat liver microsomes). The molecule is N[C@H](Cc1ccc(F)cc1)c1nc(O)c2cc(-c3cn[nH]c3)ccc2n1. (2) The molecule is N=C(N)NOCCNC(=O)Cn1c(Cl)cnc(NCC(F)(F)c2ccccc2)c1=O. The result is 0 (unstable in rat liver microsomes).